Dataset: Experimentally validated miRNA-target interactions with 360,000+ pairs, plus equal number of negative samples. Task: Binary Classification. Given a miRNA mature sequence and a target amino acid sequence, predict their likelihood of interaction. (1) The miRNA is hsa-miR-660-3p with sequence ACCUCCUGUGUGCAUGGAUUA. The protein sequence of the target gene is MTTNPKPNKALKVKKEAGENAPVLSDDELVSMSVRELNQHLRGLTKEEVTRLKQRRRTLKNRGYAASCRIKRVTQKEELERQRVELQQEVEKLARENSSMRLELDALRSKYEALQTFARTVARGPVAPSKVATTSVITIVKSTELSSTSVPFSAAS. Result: 1 (interaction). (2) The miRNA is hsa-miR-4719 with sequence UCACAAAUCUAUAAUAUGCAGG. The protein sequence of the target gene is MWGRLWPLLFSFLTVTAVPGPSLRRPSRELDATPRLTISYEELSQIRHFKGQTQNYSTLLLEEASERLLVGARGALFSLSARDIRDRTHKEIHWEASPEMQSKCHQKGKNNQTECFNHVRFLQRLNATHFYACGTHAFQPLCAAIDAETFILPTSFEEGKEKCPYDPARGFTGLIIDGGLYTATRYEFRSIPDIRRSRHPHSLRTEEAPMHWLNDAEFVFSVLVRESKTSAVGDDDKIYFFFMEREEGSSSFTQSRSSHRVARVARVCKGDLGGKKILQKKWTSFLKARLICHIPQYETL.... Result: 0 (no interaction).